From a dataset of Catalyst prediction with 721,799 reactions and 888 catalyst types from USPTO. Predict which catalyst facilitates the given reaction. (1) Reactant: [K+].[C:2]1([CH3:12])[CH:7]=[CH:6][C:5]([S:8](=[S:11])([O-:10])=[O:9])=[CH:4][CH:3]=1.[CH3:13][O:14][C:15]([O:22][CH3:23])([O:20][CH3:21])[CH2:16][CH2:17][CH2:18]Br.C1OCCOCCOCCOCCOCCOC1.C(=O)(O)[O-].[Na+]. Product: [C:2]1([CH3:12])[CH:3]=[CH:4][C:5]([S:8](=[S:11])([O:10][CH2:18][CH2:17][CH2:16][C:15]([O:22][CH3:23])([O:20][CH3:21])[O:14][CH3:13])=[O:9])=[CH:6][CH:7]=1. The catalyst class is: 7. (2) Reactant: [OH-].[Na+].[CH:3]12[CH2:12][CH:7]3[CH2:8][CH:9]([CH2:11][CH:5]([CH2:6]3)[C:4]31[O:16][O:15][C:14]1([CH2:21][CH2:20][CH:19]([CH2:22][C:23]([O-:25])=[O:24])[CH2:18][CH2:17]1)[O:13]3)[CH2:10]2.Cl. Product: [CH:3]12[CH2:12][CH:7]3[CH2:8][CH:9]([CH2:11][CH:5]([CH2:6]3)[C:4]31[O:16][O:15][C:14]1([CH2:21][CH2:20][CH:19]([CH2:22][C:23]([OH:25])=[O:24])[CH2:18][CH2:17]1)[O:13]3)[CH2:10]2. The catalyst class is: 97. (3) Reactant: C1(C([NH:14][C:15]2([PH:20](=[O:22])[OH:21])[CH2:19][CH2:18][CH2:17][CH2:16]2)C2C=CC=CC=2)C=CC=CC=1. The catalyst class is: 201. Product: [NH2:14][C:15]1([PH:20](=[O:21])[OH:22])[CH2:19][CH2:18][CH2:17][CH2:16]1. (4) Reactant: C(OC([N:8]1[CH2:13][CH2:12][CH:11]([NH:14][C:15]2[CH:20]=[CH:19][C:18]([C:21](=[O:23])[NH2:22])=[CH:17][N:16]=2)[CH2:10][CH2:9]1)=O)(C)(C)C.[ClH:24]. Product: [ClH:24].[ClH:24].[NH:8]1[CH2:13][CH2:12][CH:11]([NH:14][C:15]2[CH:20]=[CH:19][C:18]([C:21]([NH2:22])=[O:23])=[CH:17][N:16]=2)[CH2:10][CH2:9]1. The catalyst class is: 12.